From a dataset of Full USPTO retrosynthesis dataset with 1.9M reactions from patents (1976-2016). Predict the reactants needed to synthesize the given product. (1) Given the product [Br:17][C:14]1[CH:15]=[C:16]2[C:11]([CH:10]=[C:9]([C:18]3[C:19](=[O:30])[NH:20][N:21]=[C:22]([C:24]4[CH:29]=[CH:28][N:27]=[CH:26][CH:25]=4)[CH:23]=3)[NH:8]2)=[CH:12][CH:13]=1, predict the reactants needed to synthesize it. The reactants are: C(OC([N:8]1[C:16]2[C:11](=[CH:12][CH:13]=[C:14]([Br:17])[CH:15]=2)[CH:10]=[C:9]1[C:18]1[CH:23]=[C:22]([C:24]2[CH:29]=[CH:28][N:27]=[CH:26][CH:25]=2)[N:21]=[N:20][C:19]=1[O:30]C)=O)(C)(C)C.[OH-].[Na+]. (2) Given the product [ClH:1].[CH3:33][O:34][CH2:35][C:36]1[CH:2]=[CH:7][C:6]([C:2]2[C:7]([N:8]3[CH2:13][CH2:12][N:11]([CH2:14][CH2:15][N:16]([CH3:26])[S:17]([C:20]4[CH:21]=[N:22][N:23]([CH3:25])[CH:24]=4)(=[O:19])=[O:18])[CH2:10][CH2:9]3)=[CH:6][CH:5]=[CH:4][N:3]=2)=[CH:5][CH:4]=1, predict the reactants needed to synthesize it. The reactants are: [Cl:1][C:2]1[C:7]([N:8]2[CH2:13][CH2:12][N:11]([CH2:14][CH2:15][N:16]([CH3:26])[S:17]([C:20]3[CH:21]=[N:22][N:23]([CH3:25])[CH:24]=3)(=[O:19])=[O:18])[CH2:10][CH2:9]2)=[CH:6][CH:5]=[CH:4][N:3]=1.C(=O)([O-])[O-].[K+].[K+].[CH3:33][O:34][CH2:35][CH2:36]OC.O. (3) The reactants are: CN(C)C=O.Cl.[Cl:7][C:8]1[CH:9]=[CH:10][C:11]([N:37]2[CH:41]=[N:40][N:39]=[N:38]2)=[C:12]([C:14]2[CH:22]=[C:21]3[N:17]([C@H:18]([C:23]4[NH:24][C:25]([C:28]5[CH:29]=[C:30]([C:33]([OH:35])=[O:34])[S:31][CH:32]=5)=[CH:26][N:27]=4)[CH2:19][CH2:20]3)[C:16](=[O:36])[CH:15]=2)[CH:13]=1.F[P-](F)(F)(F)(F)F.N1(O[P+](N(C)C)(N(C)C)N(C)C)[C:53]2C=CC=C[C:52]=2N=N1.C(N(CC)C(C)C)(C)C. Given the product [Cl:7][C:8]1[CH:9]=[CH:10][C:11]([N:37]2[CH:41]=[N:40][N:39]=[N:38]2)=[C:12]([C:14]2[CH:22]=[C:21]3[N:17]([C@H:18]([C:23]4[NH:24][C:25]([C:28]5[CH:29]=[C:30]([C:33]([O:35][CH2:52][CH3:53])=[O:34])[S:31][CH:32]=5)=[CH:26][N:27]=4)[CH2:19][CH2:20]3)[C:16](=[O:36])[CH:15]=2)[CH:13]=1, predict the reactants needed to synthesize it.